From a dataset of Forward reaction prediction with 1.9M reactions from USPTO patents (1976-2016). Predict the product of the given reaction. (1) Given the reactants [N:1]1([CH2:6][CH2:7][O:8][C:9]2[CH:14]=[CH:13][C:12]([NH:15][C:16]3[N:21]=[CH:20][C:19]([NH2:22])=[CH:18][N:17]=3)=[CH:11][CH:10]=2)[CH2:5][CH2:4][CH2:3][CH2:2]1.C([O-])([O-])=O.[Cs+].[Cs+].[Cl:29][C:30]1[CH:37]=[CH:36][C:35]([O:38]C)=[CH:34][C:31]=1[CH2:32]Br.B(Br)(Br)Br.C(Cl)Cl.C([O-])(O)=O.[Na+], predict the reaction product. The product is: [N:1]1([CH2:6][CH2:7][O:8][C:9]2[CH:10]=[CH:11][C:12]([NH:15][C:16]3[N:17]=[CH:18][C:19]([NH:22][CH2:32][C:31]4[CH:34]=[C:35]([OH:38])[CH:36]=[CH:37][C:30]=4[Cl:29])=[CH:20][N:21]=3)=[CH:13][CH:14]=2)[CH2:5][CH2:4][CH2:3][CH2:2]1. (2) Given the reactants Cl[S:2]([C:5]1[CH:6]=[C:7]([CH:11]=[CH:12][CH:13]=1)[C:8]([OH:10])=[O:9])(=[O:4])=[O:3].[C:14]([C:18]1[CH:34]=[CH:33][C:21]([CH2:22][N:23]2[C:31]3[C:26](=[CH:27][C:28]([NH2:32])=[CH:29][CH:30]=3)[CH:25]=[CH:24]2)=[CH:20][CH:19]=1)([CH3:17])([CH3:16])[CH3:15].C(N(C(C)C)CC)(C)C.O, predict the reaction product. The product is: [C:14]([C:18]1[CH:34]=[CH:33][C:21]([CH2:22][N:23]2[C:31]3[C:26](=[CH:27][C:28]([NH:32][S:2]([C:5]4[CH:6]=[C:7]([CH:11]=[CH:12][CH:13]=4)[C:8]([OH:10])=[O:9])(=[O:4])=[O:3])=[CH:29][CH:30]=3)[CH:25]=[CH:24]2)=[CH:20][CH:19]=1)([CH3:17])([CH3:15])[CH3:16].